From a dataset of Full USPTO retrosynthesis dataset with 1.9M reactions from patents (1976-2016). Predict the reactants needed to synthesize the given product. (1) The reactants are: [OH:1][CH2:2][C:3]1[C:12]2([CH2:15][CH2:14][CH2:13]2)[O:11][C:10]2[C:5](=[C:6]([CH3:19])[C:7]([OH:18])=[C:8]([CH3:17])[C:9]=2[CH3:16])[CH:4]=1.[H][H]. Given the product [OH:1][CH2:2][CH:3]1[C:12]2([CH2:15][CH2:14][CH2:13]2)[O:11][C:10]2[C:5](=[C:6]([CH3:19])[C:7]([OH:18])=[C:8]([CH3:17])[C:9]=2[CH3:16])[CH2:4]1, predict the reactants needed to synthesize it. (2) Given the product [CH3:24][C:19]([O:11][C:3]1[CH:4]=[CH:5][CH:6]=[C:7]([N+:8]([O-:10])=[O:9])[C:2]=1[CH3:1])([CH3:25])[C:20]([O:22][CH3:23])=[O:21], predict the reactants needed to synthesize it. The reactants are: [CH3:1][C:2]1[C:7]([N+:8]([O-:10])=[O:9])=[CH:6][CH:5]=[CH:4][C:3]=1[OH:11].C(=O)([O-])[O-].[K+].[K+].Br[C:19]([CH3:25])([CH3:24])[C:20]([O:22][CH3:23])=[O:21].O. (3) Given the product [Cl:1][C:2]1[C:6]([Cl:7])=[C:5]([CH3:8])[NH:4][C:3]=1[C:9]([NH:11][CH:12]1[CH2:13][CH2:14][N:15]([C:18]2[N:23]=[C:22]([N:24]3[CH2:25][CH2:26][NH:27][CH2:28][CH2:29]3)[N:21]=[C:20]([C:30]([OH:32])=[O:31])[CH:19]=2)[CH2:16][CH2:17]1)=[O:10], predict the reactants needed to synthesize it. The reactants are: [Cl:1][C:2]1[C:6]([Cl:7])=[C:5]([CH3:8])[NH:4][C:3]=1[C:9]([NH:11][CH:12]1[CH2:17][CH2:16][N:15]([C:18]2[N:23]=[C:22]([N:24]3[CH2:29][CH2:28][NH:27][CH2:26][CH2:25]3)[N:21]=[C:20]([C:30]([O:32]C)=[O:31])[CH:19]=2)[CH2:14][CH2:13]1)=[O:10].[OH-].[Li+]. (4) Given the product [C:34]([S:37][C@@H:38]([CH2:42][CH:43]([CH3:45])[CH3:44])[C:39]([NH:27][CH2:26][C:25]1[N:21]([CH2:20][C:17]2[CH:18]=[CH:19][C:14]([C:9]3[C:8]([C:6]([OH:5])=[O:7])=[CH:13][CH:12]=[CH:11][CH:10]=3)=[CH:15][C:16]=2[F:33])[C:22]([O:30][CH2:31][CH3:32])=[N:23][C:24]=1[CH2:28][CH3:29])=[O:40])(=[O:36])[CH3:35], predict the reactants needed to synthesize it. The reactants are: C([O:5][C:6]([C:8]1[C:9]([C:14]2[CH:19]=[CH:18][C:17]([CH2:20][N:21]3[C:25]([CH2:26][NH2:27])=[C:24]([CH2:28][CH3:29])[N:23]=[C:22]3[O:30][CH2:31][CH3:32])=[C:16]([F:33])[CH:15]=2)=[CH:10][CH:11]=[CH:12][CH:13]=1)=[O:7])(C)(C)C.[C:34]([S:37][C@@H:38]([CH2:42][CH:43]([CH3:45])[CH3:44])[C:39](O)=[O:40])(=[O:36])[CH3:35].CN(C(ON1N=NC2C=CC(=CC1=2)Cl)=[N+](C)C)C.F[P-](F)(F)(F)(F)F.C([O-])(O)=O.[Na+]. (5) Given the product [ClH:47].[ClH:47].[CH3:1][C:2]1[C:3]([CH2:13][CH2:14][N:30]2[CH2:31][CH2:32][N:27]([C:23]3[CH:22]=[CH:21][CH:20]=[C:19]4[C:24]=3[CH:25]=[CH:26][C:17]([CH3:16])=[N:18]4)[CH2:28][CH2:29]2)=[C:4]2[C:9](=[CH:10][CH:11]=1)[NH:8][C:7](=[O:12])[CH2:6][CH2:5]2, predict the reactants needed to synthesize it. The reactants are: [CH3:1][C:2]1[C:3]([CH2:13][CH:14]=O)=[C:4]2[C:9](=[CH:10][CH:11]=1)[NH:8][C:7](=[O:12])[CH2:6][CH2:5]2.[CH3:16][C:17]1[CH:26]=[CH:25][C:24]2[C:19](=[CH:20][CH:21]=[CH:22][C:23]=2[N:27]2[CH2:32][CH2:31][NH:30][CH2:29][CH2:28]2)[N:18]=1.C(O[BH-](OC(=O)C)OC(=O)C)(=O)C.[Na+].[Cl:47]CCCl. (6) Given the product [CH3:36][CH:33]1[CH2:34][CH2:35][N:30]([C:28]([O:27][C:23]([CH3:25])([CH3:24])[CH3:26])=[O:29])[CH2:31][CH:32]1[C:37](=[O:38])[NH:22][CH2:21][C:19]1[N:20]=[C:15]2[CH:14]=[CH:13][N:12]([S:2]([C:5]3[CH:6]=[CH:7][C:8]([CH3:9])=[CH:10][CH:11]=3)(=[O:3])=[O:4])[C:16]2=[N:17][CH:18]=1, predict the reactants needed to synthesize it. The reactants are: Cl.[S:2]([N:12]1[C:16]2=[N:17][CH:18]=[C:19]([CH2:21][NH2:22])[N:20]=[C:15]2[CH:14]=[CH:13]1)([C:5]1[CH:11]=[CH:10][C:8]([CH3:9])=[CH:7][CH:6]=1)(=[O:4])=[O:3].[C:23]([O:27][C:28]([N:30]1[CH2:35][CH2:34][CH:33]([CH3:36])[CH:32]([C:37](O)=[O:38])[CH2:31]1)=[O:29])([CH3:26])([CH3:25])[CH3:24].CN(C(ON1N=NC2C=CC=NC1=2)=[N+](C)C)C.F[P-](F)(F)(F)(F)F.CCN(C(C)C)C(C)C.